This data is from Full USPTO retrosynthesis dataset with 1.9M reactions from patents (1976-2016). The task is: Predict the reactants needed to synthesize the given product. (1) Given the product [Cl:11][C:12]1[CH:13]=[C:14](/[CH:18]=[CH:19]/[C@H:20]2[CH2:24][CH2:23][CH2:22][N:21]2[C:2]2[N:10]=[CH:9][N:8]=[C:7]3[C:3]=2[N:4]=[CH:5][NH:6]3)[CH:15]=[CH:16][CH:17]=1, predict the reactants needed to synthesize it. The reactants are: Cl[C:2]1[N:10]=[CH:9][N:8]=[C:7]2[C:3]=1[NH:4][CH:5]=[N:6]2.[Cl:11][C:12]1[CH:13]=[C:14](/[CH:18]=[CH:19]/[C@H:20]2[CH2:24][CH2:23][CH2:22][NH:21]2)[CH:15]=[CH:16][CH:17]=1.C(N(CC)CC)C. (2) Given the product [F:7][C:8]1[CH:23]=[CH:22][C:11]([CH2:12][C:13]2[CH:14]=[C:15]([C:1](=[O:5])[C:2]([NH:24][C:25]3[S:29][N:28]=[C:27]([CH3:30])[CH:26]=3)=[O:3])[N:16]3[C:21]=2[CH:20]=[CH:19][CH:18]=[CH:17]3)=[CH:10][CH:9]=1, predict the reactants needed to synthesize it. The reactants are: [C:1](Cl)(=[O:5])[C:2](Cl)=[O:3].[F:7][C:8]1[CH:23]=[CH:22][C:11]([CH2:12][C:13]2[CH:14]=[CH:15][N:16]3[C:21]=2[CH:20]=[CH:19][CH:18]=[CH:17]3)=[CH:10][CH:9]=1.[NH2:24][C:25]1[S:29][N:28]=[C:27]([CH3:30])[CH:26]=1.O. (3) Given the product [F:45][C:42]([F:43])([F:44])[C:40]1[CH:39]=[CH:38][C:36]2[N:37]=[C:33]([NH:31][N:32]=[CH:29][C:27]3[S:28][C:24]([N+:21]([O-:23])=[O:22])=[CH:25][CH:26]=3)[S:34][C:35]=2[CH:41]=1, predict the reactants needed to synthesize it. The reactants are: S1C2C=CC=CC=2N=C1NN=CC1OC([N+]([O-])=O)=CC=1.[N+:21]([C:24]1[S:28][C:27]([CH:29]=O)=[CH:26][CH:25]=1)([O-:23])=[O:22].[NH:31]([C:33]1[S:34][C:35]2[CH:41]=[C:40]([C:42]([F:45])([F:44])[F:43])[CH:39]=[CH:38][C:36]=2[N:37]=1)[NH2:32]. (4) Given the product [CH3:20][C:4]1([CH3:21])[N:5]2[N:6]([C:7]([O:9][CH2:10][C:11]3[CH:16]=[CH:15][CH:14]=[CH:13][CH:12]=3)=[O:8])[CH:2]([CH2:19][C:18](=[O:23])[CH2:17]2)[CH2:3]1, predict the reactants needed to synthesize it. The reactants are: O[CH:2]1[N:6]([C:7]([O:9][CH2:10][C:11]2[CH:16]=[CH:15][CH:14]=[CH:13][CH:12]=2)=[O:8])[N:5]([CH2:17][C:18]#[CH:19])[C:4]([CH3:21])([CH3:20])[CH2:3]1.C(O)=[O:23]. (5) Given the product [CH2:1]([O:8][C:9]1[CH:10]=[C:11]([C:15]2[C:19]([C:20]3[CH:25]=[CH:24][N:23]=[C:22]([NH:26][C:27]4[CH:28]=[CH:29][C:30]([CH2:33][N:35]5[CH2:39][CH2:38][CH2:37][CH2:36]5)=[CH:31][CH:32]=4)[N:21]=3)=[CH:18][NH:17][N:16]=2)[CH:12]=[CH:13][CH:14]=1)[C:2]1[CH:7]=[CH:6][CH:5]=[CH:4][CH:3]=1, predict the reactants needed to synthesize it. The reactants are: [CH2:1]([O:8][C:9]1[CH:10]=[C:11]([C:15]2[C:19]([C:20]3[CH:25]=[CH:24][N:23]=[C:22]([NH:26][C:27]4[CH:32]=[CH:31][C:30]([C:33]([N:35]5[CH2:39][CH2:38][CH2:37][CH2:36]5)=O)=[CH:29][CH:28]=4)[N:21]=3)=[CH:18][NH:17][N:16]=2)[CH:12]=[CH:13][CH:14]=1)[C:2]1[CH:7]=[CH:6][CH:5]=[CH:4][CH:3]=1.[H-].[H-].[H-].[H-].[Li+].[Al+3]. (6) Given the product [OH:33][C:28]1([CH3:27])[CH2:32][CH2:31][N:30]([C:2]2[CH:21]=[CH:20][C:5]([C:6]([NH:8][C:9]3[CH:14]=[CH:13][C:12]([O:15][C:16]([F:19])([F:18])[F:17])=[CH:11][CH:10]=3)=[O:7])=[CH:4][C:3]=2[C:22]2[S:26][CH:25]=[N:24][CH:23]=2)[CH2:29]1, predict the reactants needed to synthesize it. The reactants are: F[C:2]1[CH:21]=[CH:20][C:5]([C:6]([NH:8][C:9]2[CH:14]=[CH:13][C:12]([O:15][C:16]([F:19])([F:18])[F:17])=[CH:11][CH:10]=2)=[O:7])=[CH:4][C:3]=1[C:22]1[S:26][CH:25]=[N:24][CH:23]=1.[CH3:27][C:28]1([OH:33])[CH2:32][CH2:31][NH:30][CH2:29]1. (7) Given the product [CH3:24][C:19]1([CH3:25])[C:20]([CH3:23])([CH3:22])[O:21][B:17]([C:2]2[C:11]3[C:6](=[CH:7][CH:8]=[CH:9][CH:10]=3)[C:5]([N:12]3[CH2:16][CH2:15][CH2:14][CH2:13]3)=[CH:4][CH:3]=2)[O:18]1, predict the reactants needed to synthesize it. The reactants are: Br[C:2]1[C:11]2[C:6](=[CH:7][CH:8]=[CH:9][CH:10]=2)[C:5]([N:12]2[CH2:16][CH2:15][CH2:14][CH2:13]2)=[CH:4][CH:3]=1.[B:17]1([B:17]2[O:21][C:20]([CH3:23])([CH3:22])[C:19]([CH3:25])([CH3:24])[O:18]2)[O:21][C:20]([CH3:23])([CH3:22])[C:19]([CH3:25])([CH3:24])[O:18]1.C([O-])(=O)C.[K+].CN(C)C=O.